The task is: Predict the product of the given reaction.. This data is from Forward reaction prediction with 1.9M reactions from USPTO patents (1976-2016). (1) Given the reactants C[O:2][C:3]([C:5]1[CH:10]=[C:9]([C:11]2[CH:16]=[CH:15][CH:14]=[CH:13][CH:12]=2)[C:8]([OH:17])=[CH:7][CH:6]=1)=[O:4].CO.[OH-].[Na+].Cl, predict the reaction product. The product is: [OH:4][C:3]([C:5]1[CH:10]=[C:9]([C:11]2[CH:16]=[CH:15][CH:14]=[CH:13][CH:12]=2)[C:8]([OH:17])=[CH:7][CH:6]=1)=[O:2]. (2) Given the reactants C([O:3][C:4]1[C:12]2[C:11](=[O:13])[N:10]([C:14]3[CH:19]=[CH:18][C:17]([CH2:20][C:21]([O:23][CH2:24][CH3:25])=[O:22])=[CH:16][C:15]=3[F:26])[C:9](=[O:27])[C:8]=2[C:7]([O:28][CH2:29][C:30]2C=CC=CC=2)=[C:6]2[CH:36]=[CH:37][CH:38]=[CH:39][C:5]=12)C, predict the reaction product. The product is: [CH2:29]([O:28][C:7]1[C:8]2[C:9](=[O:27])[N:10]([C:14]3[CH:19]=[CH:18][C:17]([CH2:20][C:21]([O:23][CH2:24][CH3:25])=[O:22])=[CH:16][C:15]=3[F:26])[C:11](=[O:13])[C:12]=2[C:4]([OH:3])=[C:5]2[CH:39]=[CH:38][CH:37]=[CH:36][C:6]=12)[CH3:30]. (3) Given the reactants [Cl:1][C:2]1[CH:10]=[CH:9][C:5]([C:6](Cl)=[O:7])=[CH:4][CH:3]=1.[N:11]([CH2:14][C:15]([O:17][CH3:18])=[O:16])=[C:12]=O.C(N(CC)CC)C, predict the reaction product. The product is: [Cl:1][C:2]1[CH:10]=[CH:9][C:5]([C:6]2[O:7][CH:12]=[N:11][C:14]=2[C:15]([O:17][CH3:18])=[O:16])=[CH:4][CH:3]=1. (4) The product is: [OH:8][CH2:9][CH2:10][N:11]1[CH2:15][C:14](=[O:16])[N:13]([CH2:17][CH2:18][CH2:19][CH2:20][N:21]2[CH2:26][CH2:25][N:24]([C:27]3[CH:32]=[CH:31][CH:30]=[CH:29][C:28]=3[O:33][CH3:34])[CH2:23][CH2:22]2)[C:12]1=[O:35]. Given the reactants [Si]([O:8][CH2:9][CH2:10][N:11]1[CH2:15][C:14](=[O:16])[N:13]([CH2:17][CH2:18][CH2:19][CH2:20][N:21]2[CH2:26][CH2:25][N:24]([C:27]3[CH:32]=[CH:31][CH:30]=[CH:29][C:28]=3[O:33][CH3:34])[CH2:23][CH2:22]2)[C:12]1=[O:35])(C(C)(C)C)(C)C.[F-].C([N+](CCCC)(CCCC)CCCC)CCC, predict the reaction product. (5) The product is: [Cl:23][CH2:11][C:9]1[CH:8]=[CH:7][C:6]([C:13]2[CH:18]=[CH:17][CH:16]=[C:15]([O:19][CH3:20])[CH:14]=2)=[C:5]([C:2]([CH3:4])([CH3:3])[CH3:1])[CH:10]=1. Given the reactants [CH3:1][C:2]([C:5]1[CH:10]=[C:9]([CH2:11]O)[CH:8]=[CH:7][C:6]=1[C:13]1[CH:18]=[CH:17][CH:16]=[C:15]([O:19][CH3:20])[CH:14]=1)([CH3:4])[CH3:3].S(Cl)([Cl:23])=O, predict the reaction product. (6) Given the reactants [OH:1][N:2]=[CH:3][CH:4]1[CH2:8][CH2:7][CH2:6][N:5]1[C:9](=[O:28])[CH2:10][C:11]1[CH:16]=[CH:15][C:14]([NH:17][C:18]([NH:20][C:21]2[CH:26]=[CH:25][CH:24]=[CH:23][C:22]=2[CH3:27])=[O:19])=[CH:13][CH:12]=1.[CH3:29][O:30][C:31](=[O:44])[CH:32]([NH:36][C:37]([O:39][C:40]([CH3:43])([CH3:42])[CH3:41])=[O:38])[CH2:33][C:34]#[CH:35].C(N(CC)CC)C.Cl[O-].[Na+], predict the reaction product. The product is: [CH3:29][O:30][C:31](=[O:44])[CH:32]([NH:36][C:37]([O:39][C:40]([CH3:42])([CH3:41])[CH3:43])=[O:38])[CH2:33][C:34]1[O:1][N:2]=[C:3]([CH:4]2[CH2:8][CH2:7][CH2:6][N:5]2[C:9](=[O:28])[CH2:10][C:11]2[CH:12]=[CH:13][C:14]([NH:17][C:18]([NH:20][C:21]3[CH:26]=[CH:25][CH:24]=[CH:23][C:22]=3[CH3:27])=[O:19])=[CH:15][CH:16]=2)[CH:35]=1. (7) Given the reactants [F:1][C:2]([F:38])([F:37])[C:3]1[CH:4]=[C:5]([C@H:13]2[O:17][C:16](=[O:18])[N:15]([CH2:19][C:20]3[C:21]([N:27]([CH:30]4[CH2:35][CH2:34][CH2:33][CH2:32][CH2:31]4)[CH2:28][CH3:29])=[N:22][CH:23]=[C:24]([OH:26])[CH:25]=3)[C@H:14]2[CH3:36])[CH:6]=[C:7]([C:9]([F:12])([F:11])[F:10])[CH:8]=1.[CH3:39][S:40](Cl)(=[O:42])=[O:41], predict the reaction product. The product is: [CH3:39][S:40]([O:26][C:24]1[CH:23]=[N:22][C:21]([N:27]([CH:30]2[CH2:35][CH2:34][CH2:33][CH2:32][CH2:31]2)[CH2:28][CH3:29])=[C:20]([CH2:19][N:15]2[C@@H:14]([CH3:36])[C@@H:13]([C:5]3[CH:6]=[C:7]([C:9]([F:10])([F:11])[F:12])[CH:8]=[C:3]([C:2]([F:1])([F:37])[F:38])[CH:4]=3)[O:17][C:16]2=[O:18])[CH:25]=1)(=[O:42])=[O:41].